From a dataset of Reaction yield outcomes from USPTO patents with 853,638 reactions. Predict the reaction yield, written as a fraction of the theoretical maximum amount of product (1.0 means a 100% yield; for example, 0.34 means a 34% yield). (1) The reactants are [CH3:1][C:2]([CH3:34])([CH2:11][CH2:12][CH2:13][CH:14]([OH:33])[CH2:15][CH2:16][CH:17]([OH:32])[CH2:18][CH2:19][CH2:20][C:21]([CH3:31])([CH3:30])[CH2:22][O:23]C1CCCCO1)[CH2:3][O:4]C1CCCCO1.S(=O)(=O)(O)O. The catalyst is CO. The product is [CH3:30][C:21]([CH3:31])([CH2:20][CH2:19][CH2:18][CH:17]([OH:32])[CH2:16][CH2:15][CH:14]([OH:33])[CH2:13][CH2:12][CH2:11][C:2]([CH3:1])([CH3:34])[CH2:3][OH:4])[CH2:22][OH:23]. The yield is 0.580. (2) The reactants are C(O[C:9]([N:11]([CH2:13][C:14]1[C:22]2[C:17](=[CH:18][CH:19]=[CH:20][CH:21]=2)[N:16]([CH2:23][C:24]2[CH:29]=[CH:28][CH:27]=[CH:26][CH:25]=2)[CH:15]=1)C)=O)C1C=CC=CC=1. The catalyst is [OH-].[OH-].[Pd+2].CO. The product is [CH2:23]([N:16]1[C:17]2[C:22](=[CH:21][CH:20]=[CH:19][CH:18]=2)[C:14]([CH2:13][NH:11][CH3:9])=[CH:15]1)[C:24]1[CH:25]=[CH:26][CH:27]=[CH:28][CH:29]=1. The yield is 0.860.